Dataset: Reaction yield outcomes from USPTO patents with 853,638 reactions. Task: Predict the reaction yield, written as a fraction of the theoretical maximum amount of product (1.0 means a 100% yield; for example, 0.34 means a 34% yield). (1) The reactants are [N+:1]([C:4]1[CH:27]=[CH:26][C:25]([N:28]2[CH2:33][CH2:32][CH2:31][CH2:30][CH2:29]2)=[CH:24][C:5]=1[C:6]([NH:8][C:9]1[NH:10][N:11]=[C:12]([C:14]2[CH:19]=[CH:18][CH:17]=[C:16]([C:20]([F:23])([F:22])[F:21])[CH:15]=2)[N:13]=1)=[O:7])([O-])=O. The catalyst is CO.[Pd]. The product is [NH2:1][C:4]1[CH:27]=[CH:26][C:25]([N:28]2[CH2:33][CH2:32][CH2:31][CH2:30][CH2:29]2)=[CH:24][C:5]=1[C:6]([NH:8][C:9]1[NH:10][N:11]=[C:12]([C:14]2[CH:19]=[CH:18][CH:17]=[C:16]([C:20]([F:23])([F:21])[F:22])[CH:15]=2)[N:13]=1)=[O:7]. The yield is 0.410. (2) The reactants are [C:1]([C:4]1[CH:5]=[C:6](B(O)O)[CH:7]=[CH:8][CH:9]=1)(=[O:3])[CH3:2].[F-].[K+].[CH3:15][O:16][C:17](=[O:25])[C:18]1[CH:23]=[CH:22][C:21](Cl)=[CH:20][CH:19]=1. The catalyst is C([O-])(=O)C.[Pd+2].C([O-])(=O)C.C(P(C(C)(C)C)C1C=CC=CC=1C1C=CC=CC=1)(C)(C)C. The product is [C:17]([C:18]1[CH:23]=[CH:22][C:21]([C:6]2[CH:7]=[CH:8][CH:9]=[C:4]([C:1](=[O:3])[CH3:2])[CH:5]=2)=[CH:20][CH:19]=1)([O:16][CH3:15])=[O:25]. The yield is 0.900. (3) The reactants are [Si:1]([O:8][CH2:9][C@@H:10]1[CH2:14][CH2:13][C@H:12]([CH2:15][O:16][Si:17]([C:20]([CH3:23])([CH3:22])[CH3:21])([CH3:19])[CH3:18])[N:11]1[C:24]1[N:29]=[C:28]([C:30]2[CH:35]=[CH:34][C:33]([N+:36]([O-])=O)=[CH:32][CH:31]=2)[N:27]=[C:26]([N:39]2[CH:44]3[CH2:45][CH2:46][CH:40]2[CH2:41][O:42][CH2:43]3)[N:25]=1)([C:4]([CH3:7])([CH3:6])[CH3:5])([CH3:3])[CH3:2].[H][H]. The catalyst is [Pd].O1CCCC1. The product is [CH:40]12[N:39]([C:26]3[N:25]=[C:24]([N:11]4[C@@H:12]([CH2:15][O:16][Si:17]([C:20]([CH3:22])([CH3:23])[CH3:21])([CH3:19])[CH3:18])[CH2:13][CH2:14][C@H:10]4[CH2:9][O:8][Si:1]([C:4]([CH3:5])([CH3:6])[CH3:7])([CH3:3])[CH3:2])[N:29]=[C:28]([C:30]4[CH:35]=[CH:34][C:33]([NH2:36])=[CH:32][CH:31]=4)[N:27]=3)[CH:44]([CH2:45][CH2:46]1)[CH2:43][O:42][CH2:41]2. The yield is 0.800.